This data is from Aqueous solubility values for 9,982 compounds from the AqSolDB database. The task is: Regression/Classification. Given a drug SMILES string, predict its absorption, distribution, metabolism, or excretion properties. Task type varies by dataset: regression for continuous measurements (e.g., permeability, clearance, half-life) or binary classification for categorical outcomes (e.g., BBB penetration, CYP inhibition). For this dataset (solubility_aqsoldb), we predict Y. (1) The drug is O=C(Nc1ccccc1)Nc1ccccc1NS(=O)(=O)c1ccccc1. The Y is -4.58 log mol/L. (2) The drug is CCN(CC)c1ccc([C+](c2ccc(N(CC)CC)cc2)c2ccc(S(=O)(=O)[O-])cc2S(=O)(=O)[O-])cc1.[Na+]. The Y is -0.407 log mol/L. (3) The drug is CCCCCCOC(=O)C(C)OC(=O)C(C)O. The Y is -2.49 log mol/L. (4) The compound is O=C(Oc1ccccc1)n1c(C(F)(F)F)nc2cc(Cl)c(Cl)cc21. The Y is -4.46 log mol/L. (5) The drug is C=CCOC(=O)CCCCC. The Y is -2.61 log mol/L. (6) The drug is Cc1c(Cl)cccc1Nc1ccccc1C(=O)O. The Y is -5.06 log mol/L. (7) The drug is Clc1cc(Cl)c(-c2cc(Cl)c(Cl)c(Cl)c2)cc1Cl. The Y is -8.21 log mol/L. (8) The compound is CC(C)COP(=S)([S-])OCC(C)C.[Na+]. The Y is 0.578 log mol/L.